This data is from Reaction yield outcomes from USPTO patents with 853,638 reactions. The task is: Predict the reaction yield, written as a fraction of the theoretical maximum amount of product (1.0 means a 100% yield; for example, 0.34 means a 34% yield). (1) The reactants are C(O)(=O)/[CH:2]=[CH:3]/[C:4]1[CH:12]=[CH:11][C:9]([OH:10])=[C:6]([O:7]C)[CH:5]=1.[C:15]([O-])([O-])=O.[K+].[K+].N1C=CN=C1. The catalyst is CN(C)C=O. The product is [CH:3]([C:4]1[CH:5]=[C:6]([OH:7])[C:9]([O:10][CH3:15])=[CH:11][CH:12]=1)=[CH2:2]. The yield is 0.590. (2) The reactants are O=[C:2]([CH2:8][C:9](=O)[CH2:10][CH2:11][CH3:12])[C:3]([O:5][CH2:6][CH3:7])=[O:4].[CH3:14][CH:15]([N:17]1[C:21]([NH2:22])=[CH:20][CH:19]=[N:18]1)[CH3:16]. The catalyst is C1C=CC=CC=1. The product is [CH3:14][CH:15]([N:17]1[C:21]2[N:22]=[C:9]([CH2:10][CH2:11][CH3:12])[CH:8]=[C:2]([C:3]([O:5][CH2:6][CH3:7])=[O:4])[C:20]=2[CH:19]=[N:18]1)[CH3:16]. The yield is 0.560. (3) The reactants are [Cl:1][C:2]1[C:7]([N:8]2[CH2:13][CH2:12][N:11]([CH2:14][CH:15]([F:17])[F:16])[CH2:10][CH2:9]2)=[CH:6][C:5]([C:18]#[N:19])=[CH:4][C:3]=1[NH:20][C:21]1[N:26]=[C:25]([N:27]([CH:37]2[CH2:39][CH2:38]2)CC2C=CC(OC)=CC=2)[C:24]2=[N:40][CH:41]=[C:42]([C:43]#[N:44])[N:23]2[N:22]=1.C1(OC)C=CC=CC=1.FC(F)(F)C(O)=O. The catalyst is ClCCl. The product is [Cl:1][C:2]1[C:7]([N:8]2[CH2:13][CH2:12][N:11]([CH2:14][CH:15]([F:17])[F:16])[CH2:10][CH2:9]2)=[CH:6][C:5]([C:18]#[N:19])=[CH:4][C:3]=1[NH:20][C:21]1[N:26]=[C:25]([NH:27][CH:37]2[CH2:38][CH2:39]2)[C:24]2=[N:40][CH:41]=[C:42]([C:43]#[N:44])[N:23]2[N:22]=1. The yield is 0.505. (4) The reactants are [O:1]1[CH:5]=[CH:4][N:3]=[C:2]1[C:6](=O)[CH2:7][C:8]1[CH:13]=[CH:12][CH:11]=[CH:10][CH:9]=1.[Br:15][C:16]1[CH:17]=[CH:18][C:19]([NH:22]N)=[N:20][CH:21]=1. The yield is 0.290. No catalyst specified. The product is [Br:15][C:16]1[CH:17]=[C:18]2[C:7]([C:8]3[CH:13]=[CH:12][CH:11]=[CH:10][CH:9]=3)=[C:6]([C:2]3[O:1][CH:5]=[CH:4][N:3]=3)[NH:22][C:19]2=[N:20][CH:21]=1. (5) The product is [Br:1][C:2]1[C:3](=[O:9])[NH:4][N:5]=[CH:6][C:7]=1[N:11]1[CH2:16][CH2:15][CH:14]([C:17]2[CH:24]=[CH:23][CH:22]=[CH:21][C:18]=2[C:19]#[N:20])[CH2:13][CH2:12]1. The yield is 1.00. The catalyst is CC(N(C)C)=O.C(=O)(O)[O-].[Na+]. The reactants are [Br:1][C:2]1[C:3](=[O:9])[NH:4][N:5]=[CH:6][C:7]=1Br.Cl.[NH:11]1[CH2:16][CH2:15][CH:14]([C:17]2[CH:24]=[CH:23][CH:22]=[CH:21][C:18]=2[C:19]#[N:20])[CH2:13][CH2:12]1.CCN(C(C)C)C(C)C. (6) The reactants are COC(=O)[CH2:4][NH:5][C:6](=[O:37])[C:7]1[CH:12]=[C:11]([Cl:13])[C:10]([O:14][C:15]2[CH:20]=[CH:19][N:18]=[CH:17][C:16]=2[C:21]([N:23]2[C:32]3[C:27](=[CH:28][CH:29]=[CH:30][CH:31]=3)[N:26]([CH:33]3[CH2:35][CH2:34]3)[CH2:25][CH2:24]2)=[O:22])=[CH:9][C:8]=1[Cl:36].F[P-](F)(F)(F)(F)F.N1(OC(N(C)C)=[N+](C)C)C2N=CC=CC=2N=N1.C(N(CC)C(C)C)(C)C.Cl.[CH2:73]([O:75][C:76](=[O:80])[CH2:77]CN)[CH3:74]. The catalyst is CN(C)C=O. The product is [CH2:73]([O:75][C:76](=[O:80])[CH2:77][CH2:4][NH:5][C:6](=[O:37])[C:7]1[CH:12]=[C:11]([Cl:13])[C:10]([O:14][C:15]2[CH:20]=[CH:19][N:18]=[CH:17][C:16]=2[C:21]([N:23]2[C:32]3[C:27](=[CH:28][CH:29]=[CH:30][CH:31]=3)[N:26]([CH:33]3[CH2:34][CH2:35]3)[CH2:25][CH2:24]2)=[O:22])=[CH:9][C:8]=1[Cl:36])[CH3:74]. The yield is 0.850. (7) The reactants are COC([CH:5]1[CH2:11][CH2:10][N:9](C(OC(C)C)=O)[C:8]2[CH:18]=[C:19]([C:24]([F:27])([F:26])[F:25])[C:20]([CH2:22][CH3:23])=[CH:21][C:7]=2[C:6]1=[O:28])=O.[Cl-].[Na+]. The catalyst is CS(C)=O.O.C(OCC)(=O)C. The yield is 0.610. The product is [CH2:22]([C:20]1[C:19]([C:24]([F:27])([F:25])[F:26])=[CH:18][C:8]2[NH:9][CH2:10][CH2:11][CH2:5][C:6](=[O:28])[C:7]=2[CH:21]=1)[CH3:23].